From a dataset of Catalyst prediction with 721,799 reactions and 888 catalyst types from USPTO. Predict which catalyst facilitates the given reaction. (1) Product: [Cl:28][C:18]1[N:17]=[CH:16][CH:15]=[C:14]2[C:19]=1[C:10]1[CH:9]=[C:8]([C:6]3[O:3][C:1]([CH3:2])=[N:4][N:5]=3)[CH:25]=[CH:24][C:11]=1[C:12]([CH:21]([CH3:22])[CH3:23])=[N:13]2. Reactant: [C:1]([NH:4][NH:5][C:6]([C:8]1[CH:25]=[CH:24][C:11]2[C:12]([CH:21]([CH3:23])[CH3:22])=[N:13][C:14]3[CH:15]=[CH:16][NH:17][C:18](=O)[C:19]=3[C:10]=2[CH:9]=1)=O)(=[O:3])[CH3:2].O=P(Cl)(Cl)[Cl:28].[OH-].[Na+]. The catalyst class is: 10. (2) Reactant: [C:1](Cl)([C:14]1[CH:19]=[CH:18][CH:17]=[CH:16][CH:15]=1)([C:8]1[CH:13]=[CH:12][CH:11]=[CH:10][CH:9]=1)[C:2]1[CH:7]=[CH:6][CH:5]=[CH:4][CH:3]=1.[NH2:21][CH2:22][CH2:23][CH2:24][CH2:25][N:26]1[CH:33]=[CH:32][C:30](=[O:31])[NH:29][C:27]1=[O:28].O. Product: [C:1]([NH:21][CH2:22][CH2:23][CH2:24][CH2:25][N:26]1[CH:33]=[CH:32][C:30](=[O:31])[NH:29][C:27]1=[O:28])([C:14]1[CH:19]=[CH:18][CH:17]=[CH:16][CH:15]=1)([C:8]1[CH:13]=[CH:12][CH:11]=[CH:10][CH:9]=1)[C:2]1[CH:7]=[CH:6][CH:5]=[CH:4][CH:3]=1. The catalyst class is: 17.